This data is from Forward reaction prediction with 1.9M reactions from USPTO patents (1976-2016). The task is: Predict the product of the given reaction. (1) Given the reactants [CH3:1][CH:2]1[N:7]([CH3:8])[CH2:6][CH2:5][N:4]([C:9]2[CH:14]=[CH:13][C:12]([NH:15]/[CH:16]=[C:17]3\[C:18](=[O:29])[NH:19][C:20](=[O:28])[C:21]4[C:26]\3=[CH:25][C:24]([I:27])=[CH:23][CH:22]=4)=[CH:11][CH:10]=2)[CH2:3]1.BrC1C=C2C(=CC=1)[C:37](=[O:41])NC(=O)C2=CNC1C=CC(N2CC(C)NC(C)C2)=CC=1, predict the reaction product. The product is: [I:27][C:24]1[CH:25]=[C:26]2[C:21](=[CH:22][CH:23]=1)[C:20](=[O:28])[NH:19][C:18](=[O:29])/[C:17]/2=[CH:16]/[O:41][CH3:37].[CH3:1][CH:2]1[N:7]([CH3:8])[CH2:6][CH2:5][N:4]([C:9]2[CH:14]=[CH:13][C:12]([NH2:15])=[CH:11][CH:10]=2)[CH2:3]1. (2) The product is: [CH3:12][N:13]([CH3:23])[S:14]([C:17]1[S:21][C:20]([N:22]2[CH:8]([C:7]3[CH:10]=[CH:11][C:4]([CH:1]([CH3:3])[CH3:2])=[CH:5][CH:6]=3)[C:29]([C:30](=[O:38])[C:31]3[CH:36]=[CH:35][C:34]([CH3:37])=[CH:33][CH:32]=3)=[C:28]([OH:39])[C:27]2=[O:26])=[N:19][CH:18]=1)(=[O:15])=[O:16]. Given the reactants [CH:1]([C:4]1[CH:11]=[CH:10][C:7]([CH:8]=O)=[CH:6][CH:5]=1)([CH3:3])[CH3:2].[CH3:12][N:13]([CH3:23])[S:14]([C:17]1[S:21][C:20]([NH2:22])=[N:19][CH:18]=1)(=[O:16])=[O:15].C([O:26][C:27](=O)[C:28]([OH:39])=[CH:29][C:30](=[O:38])[C:31]1[CH:36]=[CH:35][C:34]([CH3:37])=[CH:33][CH:32]=1)C, predict the reaction product. (3) Given the reactants [NH2:1][C@H:2]([CH3:28])[CH2:3][N:4]1[C:8]2=[N:9][CH:10]=[N:11][C:12]([NH2:13])=[C:7]2[C:6]([C:14]2[CH:19]=[CH:18][C:17]([O:20][C:21]3[CH:26]=[CH:25][CH:24]=[CH:23][CH:22]=3)=[CH:16][C:15]=2[F:27])=[N:5]1.[C:29]([CH2:31][C:32](O)=[O:33])#[N:30].CN(C(ON1N=NC2C=CC=NC1=2)=[N+](C)C)C.F[P-](F)(F)(F)(F)F, predict the reaction product. The product is: [NH2:13][C:12]1[N:11]=[CH:10][N:9]=[C:8]2[N:4]([CH2:3][C@H:2]([NH:1][C:32](=[O:33])[CH2:31][C:29]#[N:30])[CH3:28])[N:5]=[C:6]([C:14]3[CH:19]=[CH:18][C:17]([O:20][C:21]4[CH:22]=[CH:23][CH:24]=[CH:25][CH:26]=4)=[CH:16][C:15]=3[F:27])[C:7]=12. (4) Given the reactants [N+:1]([C:4]1[CH:5]=[CH:6][C:7]2[O:12][C@@:11]([CH3:18])([CH:13]([O:16][CH3:17])[O:14][CH3:15])[C@H:10]([OH:19])[C@@H:9]([N:20]([C:28]3[CH:33]=[CH:32][C:31]([Cl:34])=[CH:30][CH:29]=3)[CH2:21][C:22]3[N:23]=[N:24][N:25]([CH3:27])[N:26]=3)[C:8]=2[CH:35]=1)([O-])=O.[BH4-].[Na+].C(OCC)(=O)C, predict the reaction product. The product is: [NH2:1][C:4]1[CH:5]=[CH:6][C:7]2[O:12][C@@:11]([CH3:18])([CH:13]([O:14][CH3:15])[O:16][CH3:17])[C@H:10]([OH:19])[C@@H:9]([N:20]([C:28]3[CH:29]=[CH:30][C:31]([Cl:34])=[CH:32][CH:33]=3)[CH2:21][C:22]3[N:23]=[N:24][N:25]([CH3:27])[N:26]=3)[C:8]=2[CH:35]=1. (5) Given the reactants COC1C=CC(B2OC(C)(C)C(C)(C)O2)=CC=1[CH2:18][S:19](N)(=[O:21])=[O:20].[F:23][C:24]1[CH:25]=[C:26]([CH:64]=[CH:65][CH:66]=1)[CH2:27][N:28]1[CH:32]=[C:31]([C:33]2[C:41]3[C:36](=[N:37][CH:38]=[C:39]([C:42]4[CH:47]=[CH:46][C:45]([N:48]5[CH2:53][CH2:52][NH:51][CH2:50][CH2:49]5)=[CH:44][CH:43]=4)[CH:40]=3)[N:35]([S:54]([C:57]3[CH:63]=[CH:62][C:60]([CH3:61])=[CH:59][CH:58]=3)(=[O:56])=[O:55])[CH:34]=2)[CH:30]=[N:29]1.CS(Cl)(=O)=O.C(N(CC)CC)C, predict the reaction product. The product is: [F:23][C:24]1[CH:25]=[C:26]([CH:64]=[CH:65][CH:66]=1)[CH2:27][N:28]1[CH:32]=[C:31]([C:33]2[C:41]3[C:36](=[N:37][CH:38]=[C:39]([C:42]4[CH:47]=[CH:46][C:45]([N:48]5[CH2:49][CH2:50][N:51]([S:19]([CH3:18])(=[O:21])=[O:20])[CH2:52][CH2:53]5)=[CH:44][CH:43]=4)[CH:40]=3)[N:35]([S:54]([C:57]3[CH:63]=[CH:62][C:60]([CH3:61])=[CH:59][CH:58]=3)(=[O:55])=[O:56])[CH:34]=2)[CH:30]=[N:29]1. (6) Given the reactants [C:1](=O)([O-])[O-].[Cs+].[Cs+].[CH2:7]([C:9]1[CH:14]=[CH:13][C:12]([OH:15])=[C:11]([C:16]2[N:17]=[CH:18][S:19][CH:20]=2)[CH:10]=1)[CH3:8].[CH3:21][O:22][C:23](=[O:42])[CH2:24][CH2:25][C:26]1[CH:31]=[CH:30][C:29]([O:32][CH2:33][CH2:34][C@@H:35](OS(C)(=O)=O)[CH3:36])=[CH:28][CH:27]=1, predict the reaction product. The product is: [CH3:21][O:22][C:23](=[O:42])[CH2:24][CH2:25][C:26]1[CH:31]=[CH:30][C:29]([O:32][CH2:33][CH2:34][C@@H:35]([O:15][C:12]2[CH:13]=[CH:14][C:9]([CH2:7][CH3:8])=[CH:10][C:11]=2[C:16]2[N:17]=[CH:18][S:19][CH:20]=2)[CH3:36])=[CH:28][C:27]=1[CH3:1].